Dataset: Retrosynthesis with 50K atom-mapped reactions and 10 reaction types from USPTO. Task: Predict the reactants needed to synthesize the given product. (1) Given the product c1ccc(COCC2CC(c3ccc(CN4CCCC4)cc3)C2)cc1, predict the reactants needed to synthesize it. The reactants are: OC1(c2ccc(CN3CCCC3)cc2)CC(COCc2ccccc2)C1. (2) Given the product O=C(c1ccccc1)c1ccc(S(=O)(=O)N2CCc3occc3C2)cc1, predict the reactants needed to synthesize it. The reactants are: O=S(=O)(c1ccc(C(O)c2ccccc2)cc1)N1CCc2occc2C1. (3) Given the product NC1CCN(c2cc3c(cc2F)c(=O)c(C(=O)O)cn3-c2ccncc2F)C1, predict the reactants needed to synthesize it. The reactants are: CC(=O)NC1CCN(c2cc3c(cc2F)c(=O)c(C(=O)O)cn3-c2ccncc2F)C1. (4) The reactants are: NC1=c2ccoc2=NCN1c1cccc(N)c1.O=C=NC1CCCCC1. Given the product NC1=c2ccoc2=NCN1c1cccc(NC(=O)NC2CCCCC2)c1, predict the reactants needed to synthesize it. (5) Given the product CC(C)CCC1CN(Cc2ccc(F)cc2)C(=O)C(C2=NS(=O)(=O)c3cc(NS(C)(=O)=O)ccc3N2)=C1O, predict the reactants needed to synthesize it. The reactants are: CC(C)=CCC1CN(Cc2ccc(F)cc2)C(=O)C(C2=NS(=O)(=O)c3cc(NS(C)(=O)=O)ccc3N2)=C1O. (6) Given the product COc1ccc(CNC=C2CCOC2=O)cc1, predict the reactants needed to synthesize it. The reactants are: COc1ccc(CN)cc1.O=C1OCCC1=CO. (7) Given the product C[Si](C)(C)CCOCn1ncc(C(=O)NN)cc1=O, predict the reactants needed to synthesize it. The reactants are: CCOC(=O)c1cnn(COCC[Si](C)(C)C)c(=O)c1.NN. (8) Given the product CN1CCCN(C(=O)Cn2nc(-c3ccccc3)c3c(Cl)c(-c4ccccc4)nnc32)CC1, predict the reactants needed to synthesize it. The reactants are: CN1CCCNCC1.O=C(O)Cn1nc(-c2ccccc2)c2c(Cl)c(-c3ccccc3)nnc21. (9) Given the product CN(C(=O)Oc1ccc([N+](=O)[O-])cc1)c1ccc(OCC(=O)N[C@@H](CC(N)=O)C(=O)N[C@@H](Cc2ccccc2)[C@H](O)C(=O)N2CCC[C@H]2C(=O)NC(C)(C)C)cc1, predict the reactants needed to synthesize it. The reactants are: CNc1ccc(OCC(=O)N[C@@H](CC(N)=O)C(=O)N[C@@H](Cc2ccccc2)[C@H](O)C(=O)N2CCC[C@H]2C(=O)NC(C)(C)C)cc1.O=C(Cl)Oc1ccc([N+](=O)[O-])cc1.